Dataset: Forward reaction prediction with 1.9M reactions from USPTO patents (1976-2016). Task: Predict the product of the given reaction. (1) Given the reactants FC(F)(F)S(O[C:7]1[C:8]([CH3:37])([CH3:36])[C@H:9]2[C@:22]([CH3:25])([CH2:23][CH:24]=1)[C@@H:21]1[C@:12]([CH3:35])([C@@:13]3([CH3:34])[C@H:18]([CH2:19][CH2:20]1)[C@H:17]1[C@H:26]([C:29]([CH3:31])=[CH2:30])[CH2:27][CH2:28][C@:16]1([CH:32]=[O:33])[CH2:15][CH2:14]3)[CH2:11][CH2:10]2)(=O)=O.[F:40][CH2:41][C@:42]1([C:57]([O:59][CH2:60][C:61]2[CH:66]=[CH:65][CH:64]=[CH:63][CH:62]=2)=[O:58])[CH2:47][CH2:46][C:45](B2OC(C)(C)C(C)(C)O2)=[CH:44][CH2:43]1.C([O-])([O-])=O.[Na+].[Na+].O, predict the reaction product. The product is: [F:40][CH2:41][C@:42]1([C:57]([O:59][CH2:60][C:61]2[CH:62]=[CH:63][CH:64]=[CH:65][CH:66]=2)=[O:58])[CH2:47][CH2:46][C:45]([C:7]2[C:8]([CH3:37])([CH3:36])[C@H:9]3[C@:22]([CH3:25])([CH2:23][CH:24]=2)[C@@H:21]2[C@:12]([CH3:35])([C@@:13]4([CH3:34])[C@H:18]([CH2:19][CH2:20]2)[C@H:17]2[C@H:26]([C:29]([CH3:31])=[CH2:30])[CH2:27][CH2:28][C@:16]2([CH:32]=[O:33])[CH2:15][CH2:14]4)[CH2:11][CH2:10]3)=[CH:44][CH2:43]1. (2) Given the reactants [C:1]1([C:11](Cl)=[O:12])[C:10]2[C:5](=[CH:6][CH:7]=[CH:8][CH:9]=2)[CH:4]=[CH:3][CH:2]=1.[N:14]1([C:20]([O:22][C:23]([CH3:26])([CH3:25])[CH3:24])=[O:21])[CH2:19][CH2:18][NH:17][CH2:16][CH2:15]1.C(N(C(C)C)CC)(C)C, predict the reaction product. The product is: [C:1]1([C:11]([N:17]2[CH2:16][CH2:15][N:14]([C:20]([O:22][C:23]([CH3:26])([CH3:25])[CH3:24])=[O:21])[CH2:19][CH2:18]2)=[O:12])[C:10]2[C:5](=[CH:6][CH:7]=[CH:8][CH:9]=2)[CH:4]=[CH:3][CH:2]=1.